From a dataset of Antibody paratope prediction from SAbDab with 1,023 antibody chains. Token-level Classification. Given an antibody amino acid sequence, predict which amino acid positions are active in antigen binding. Output is a list of indices for active paratope positions. (1) Given the antibody sequence: QSALTQPPSASGSPGQSVTISCTGTSSDVGAYNYVSWYQQHPGKAPKLMIYEVARRPSGVPDRFSGSKSGNTASLTVSGLQAEDEADYYCSSYAGSNNFAVFGRGTKLTVL, which amino acid positions are active in antigen binding (paratope)? The paratope positions are: [29, 30, 31, 97, 98]. (2) The paratope positions are: [52, 83, 84, 85, 104, 105]. Given the antibody sequence: EVQLVESGGGLVQPGGSLRLSCAASGFTFSSYWIHWVRQAPGKGLEWVARINPPNRSNQYADSVKGRFTISADTSKNTAYLQMNSLRAEDTAVYYCARGSGFRWVMDYWGQGTLVTVSS, which amino acid positions are active in antigen binding (paratope)? (3) Given the antibody sequence: VQLQESGPSLVKPSQTLSLTCSVTGDSITSDYWSWIRKFPGNRLEYMGYVSASGSTYYNPSLKSRISITRDTSKNQYYLDLNSVTTEDTATYYCANWDGDYWGQGTLVTVS, which amino acid positions are active in antigen binding (paratope)? The paratope positions are: [51, 52, 81, 82, 83]. (4) The paratope positions are: [51, 82, 83, 84, 103, 104]. Given the antibody sequence: VQPVQSGAEVKKPGSSVKVSCEASGGTHSNYVITWVRQAPGQGLEWMGGFIPDFRTAMYAQGFQGRVTITADESTSLAYMELTNLRSEDTAVYYCARGPLSRGYYDYWGPGTLVTVSS, which amino acid positions are active in antigen binding (paratope)?